The task is: Predict the product of the given reaction.. This data is from Forward reaction prediction with 1.9M reactions from USPTO patents (1976-2016). (1) Given the reactants [Cl:1][C:2]1[CH:7]=[CH:6][C:5]([C:8]2[S:16][C:15]3[C:14](=[O:17])[N:13]([C:18]4[CH:23]=[CH:22][C:21]([OH:24])=[C:20]([O:25][CH3:26])[CH:19]=4)[CH:12]=[N:11][C:10]=3[CH:9]=2)=[CH:4][CH:3]=1.C1(C)C(S(O[CH2:37][CH2:38][N:39]([CH3:46])[C:40]2[CH:45]=[CH:44][CH:43]=[CH:42][CH:41]=2)(=O)=O)=CC=CC=1.C(=O)([O-])[O-].[Cs+].[Cs+].O.C(O)C, predict the reaction product. The product is: [Cl:1][C:2]1[CH:3]=[CH:4][C:5]([C:8]2[S:16][C:15]3[C:14](=[O:17])[N:13]([C:18]4[CH:23]=[CH:22][C:21]([O:24][CH2:37][CH2:38][N:39]([CH3:46])[C:40]5[CH:45]=[CH:44][CH:43]=[CH:42][CH:41]=5)=[C:20]([O:25][CH3:26])[CH:19]=4)[CH:12]=[N:11][C:10]=3[CH:9]=2)=[CH:6][CH:7]=1. (2) Given the reactants [F:1][C:2]1[CH:7]=[CH:6][CH:5]=[C:4]([F:8])[C:3]=1[N:9]1[C:17]2[CH:16]=[CH:15][N:14]=[C:13]([O:18]C)[C:12]=2[C:11]([C:20]2[CH:21]=[C:22]([C:25]([O:27][CH3:28])=[O:26])[S:23][CH:24]=2)=[N:10]1.[I-].[Na+].Cl[Si](C)(C)C.C(=O)([O-])O.[Na+], predict the reaction product. The product is: [F:8][C:4]1[CH:5]=[CH:6][CH:7]=[C:2]([F:1])[C:3]=1[N:9]1[C:17]2[CH:16]=[CH:15][NH:14][C:13](=[O:18])[C:12]=2[C:11]([C:20]2[CH:21]=[C:22]([C:25]([O:27][CH3:28])=[O:26])[S:23][CH:24]=2)=[N:10]1. (3) Given the reactants Br[C:2]1[CH:3]=[C:4]([NH:8][C:9](=[O:22])[CH2:10][CH2:11][CH2:12][CH2:13][CH2:14][CH2:15][C:16](=[O:21])[C:17]([F:20])([F:19])[F:18])[CH:5]=[CH:6][CH:7]=1.[CH3:23][S:24][C:25]1[CH:30]=[CH:29][C:28](B(O)O)=[CH:27][CH:26]=1.C1(C)C=CC=CC=1P(C1C=CC=CC=1C)C1C=CC=CC=1C.C([O-])([O-])=O.[Na+].[Na+].CSC1C=C(B(O)O)C=CC=1, predict the reaction product. The product is: [F:18][C:17]([F:20])([F:19])[C:16](=[O:21])[CH2:15][CH2:14][CH2:13][CH2:12][CH2:11][CH2:10][C:9]([NH:8][C:4]1[CH:3]=[C:2]([C:28]2[CH:29]=[CH:30][C:25]([S:24][CH3:23])=[CH:26][CH:27]=2)[CH:7]=[CH:6][CH:5]=1)=[O:22]. (4) The product is: [NH2:1][C:2]1[C:9]([CH:10]([CH3:12])[CH3:11])=[CH:8][C:5]([CH2:6][OH:7])=[CH:4][C:3]=1[CH:13]([CH3:15])[CH3:14]. Given the reactants [NH2:1][C:2]1[C:9]([CH:10]([CH3:12])[CH3:11])=[CH:8][C:5]([CH:6]=[O:7])=[CH:4][C:3]=1[CH:13]([CH3:15])[CH3:14].[BH4-].[Na+], predict the reaction product. (5) Given the reactants [CH3:1][O:2][C:3]1[CH:4]=[CH:5][C:6]([CH2:9][O:10][C:11]2[CH:16]=[N:15][N:14](C3CCCCO3)[C:13](=[O:23])[CH:12]=2)=[N:7][CH:8]=1.Cl, predict the reaction product. The product is: [CH3:1][O:2][C:3]1[CH:4]=[CH:5][C:6]([CH2:9][O:10][C:11]2[CH:16]=[N:15][NH:14][C:13](=[O:23])[CH:12]=2)=[N:7][CH:8]=1. (6) Given the reactants [CH:1]1([CH2:7][N:8]([CH2:17][CH:18](OCC)[O:19]CC)[C:9](=[O:16])[CH2:10][CH2:11][CH2:12][N+:13]([O-:15])=[O:14])[CH2:6][CH2:5][CH2:4][CH2:3][CH2:2]1.FC(F)(F)C(O)=O, predict the reaction product. The product is: [CH:1]1([CH2:7][N:8]([CH2:17][CH:18]=[O:19])[C:9](=[O:16])[CH2:10][CH2:11][CH2:12][N+:13]([O-:15])=[O:14])[CH2:2][CH2:3][CH2:4][CH2:5][CH2:6]1. (7) The product is: [F:13][C:11]1[CH:10]=[CH:9][C:8]2[NH:14][C:4](=[O:3])[CH2:5][S:6][C:7]=2[CH:12]=1. Given the reactants C([O:3][C:4](=O)[CH2:5][S:6][C:7]1[CH:12]=[C:11]([F:13])[CH:10]=[CH:9][C:8]=1[N+:14]([O-])=O)C, predict the reaction product. (8) Given the reactants [F:1][C:2]1[C:3]([N+:11]([O-:13])=[O:12])=[C:4]([CH:8]=[CH:9][CH:10]=1)[C:5]([OH:7])=[O:6].S(=O)(=O)(O)O.C([O-])(O)=O.[Na+].[CH2:24](O)[CH3:25], predict the reaction product. The product is: [CH2:24]([C:10]1[CH:9]=[CH:8][C:4]([C:5]([OH:7])=[O:6])=[C:3]([N+:11]([O-:13])=[O:12])[C:2]=1[F:1])[CH3:25]. (9) Given the reactants [CH3:1][N:2]([CH3:18])[C:3]1[C:8]([C:9]([O:11]CC)=[O:10])=[CH:7][N:6]=[C:5]([S:14][CH2:15][CH2:16][CH3:17])[N:4]=1.C(SC1N=C(SCCC)C(C(O)=O)=CN=1)CC, predict the reaction product. The product is: [CH3:1][N:2]([CH3:18])[C:3]1[C:8]([C:9]([OH:11])=[O:10])=[CH:7][N:6]=[C:5]([S:14][CH2:15][CH2:16][CH3:17])[N:4]=1.